From a dataset of Peptide-MHC class II binding affinity with 134,281 pairs from IEDB. Regression. Given a peptide amino acid sequence and an MHC pseudo amino acid sequence, predict their binding affinity value. This is MHC class II binding data. (1) The peptide sequence is DDKETMFIRNCARKV. The MHC is DRB1_0101 with pseudo-sequence DRB1_0101. The binding affinity (normalized) is 0.703. (2) The peptide sequence is EAMSQANSAILMQR. The MHC is DRB1_0401 with pseudo-sequence DRB1_0401. The binding affinity (normalized) is 0.357. (3) The peptide sequence is QLIQLINVDEVNQIVTT. The MHC is DRB1_0701 with pseudo-sequence DRB1_0701. The binding affinity (normalized) is 0.171. (4) The peptide sequence is NYNCKILPNTLVLDF. The MHC is DRB1_0301 with pseudo-sequence DRB1_0301. The binding affinity (normalized) is 0.550. (5) The peptide sequence is VLRTKLMTSRRVLER. The MHC is DRB1_0405 with pseudo-sequence DRB1_0405. The binding affinity (normalized) is 0.689. (6) The peptide sequence is SSSSSLLAMAVLAAL. The MHC is DRB1_1201 with pseudo-sequence DRB1_1201. The binding affinity (normalized) is 0.459. (7) The peptide sequence is TIPNIMFFSTMKRPS. The MHC is DRB1_1201 with pseudo-sequence DRB1_1201. The binding affinity (normalized) is 0.438.